Dataset: Reaction yield outcomes from USPTO patents with 853,638 reactions. Task: Predict the reaction yield, written as a fraction of the theoretical maximum amount of product (1.0 means a 100% yield; for example, 0.34 means a 34% yield). The reactants are [C:1](=[O:4])([O-])[O-].[K+].[K+].CI.[C:9]([N:13]1[C:17](O)=[CH:16][C:15]([C:19]([F:22])([F:21])[F:20])=[N:14]1)([CH3:12])([CH3:11])[CH3:10].O. The catalyst is CN(C)C=O. The product is [C:9]([N:13]1[C:17]([O:4][CH3:1])=[CH:16][C:15]([C:19]([F:21])([F:22])[F:20])=[N:14]1)([CH3:12])([CH3:10])[CH3:11]. The yield is 0.998.